Dataset: NCI-60 drug combinations with 297,098 pairs across 59 cell lines. Task: Regression. Given two drug SMILES strings and cell line genomic features, predict the synergy score measuring deviation from expected non-interaction effect. Drug 1: C1=NC2=C(N1)C(=S)N=C(N2)N. Drug 2: CN1C2=C(C=C(C=C2)N(CCCl)CCCl)N=C1CCCC(=O)O.Cl. Cell line: SF-539. Synergy scores: CSS=18.9, Synergy_ZIP=-4.38, Synergy_Bliss=-4.55, Synergy_Loewe=-14.8, Synergy_HSA=-3.98.